From a dataset of Human liver microsome stability data. Regression/Classification. Given a drug SMILES string, predict its absorption, distribution, metabolism, or excretion properties. Task type varies by dataset: regression for continuous measurements (e.g., permeability, clearance, half-life) or binary classification for categorical outcomes (e.g., BBB penetration, CYP inhibition). Dataset: hlm. (1) The compound is [2H]C([2H])([2H])N(C[C@H]1CCCC[C@]1(O)c1cccc(OC)c1)C([2H])([2H])[2H]. The result is 0 (unstable in human liver microsomes). (2) The drug is CN(c1ncnc2[nH]ccc12)C1CCCCC1(C)C. The result is 1 (stable in human liver microsomes). (3) The drug is CN1CCN(C(=O)c2ccc(/C=C3\SC(=S)N(c4cccc(C(F)(F)F)c4)C3=O)cc2)CC1. The result is 1 (stable in human liver microsomes). (4) The compound is CCC(CC)O[C@@H]1C=C(C(=O)N[C@@H](C(=O)O)C(C)(C)C)C[C@H](N)[C@H]1NC(C)=O. The result is 0 (unstable in human liver microsomes). (5) The molecule is Cc1cccc(CSc2cc(Cl)c(C)cc2S(=O)(=O)N=C(N)NN=CC#Cc2ccccc2)c1. The result is 0 (unstable in human liver microsomes).